From a dataset of NCI-60 drug combinations with 297,098 pairs across 59 cell lines. Regression. Given two drug SMILES strings and cell line genomic features, predict the synergy score measuring deviation from expected non-interaction effect. Drug 1: C1=CC=C(C(=C1)C(C2=CC=C(C=C2)Cl)C(Cl)Cl)Cl. Synergy scores: CSS=0.511, Synergy_ZIP=0.473, Synergy_Bliss=0.886, Synergy_Loewe=-2.98, Synergy_HSA=-2.89. Drug 2: CC1=C(C=C(C=C1)C(=O)NC2=CC(=CC(=C2)C(F)(F)F)N3C=C(N=C3)C)NC4=NC=CC(=N4)C5=CN=CC=C5. Cell line: SW-620.